Dataset: Forward reaction prediction with 1.9M reactions from USPTO patents (1976-2016). Task: Predict the product of the given reaction. (1) Given the reactants [Br:1][C:2]1[CH:7]=[CH:6][C:5]([NH:8][NH2:9])=[CH:4][CH:3]=1.[C:10](#[N:13])[CH:11]=[CH2:12].[O-]CC.[Na+].BrN1C(=O)CCC1=O, predict the reaction product. The product is: [Br:1][C:2]1[CH:7]=[CH:6][C:5]([N:8]2[CH:12]=[CH:11][C:10]([NH2:13])=[N:9]2)=[CH:4][CH:3]=1. (2) Given the reactants CO[C:3]([C:5]1[C:17](=[O:18])[N:16]([CH2:19][C:20]2[CH:25]=[CH:24][C:23]([F:26])=[CH:22][CH:21]=2)[N:15]2[C:7](=[CH:8][C:9]3[C:14]2=[CH:13][CH:12]=[CH:11][CH:10]=3)[C:6]=1[OH:27])=[O:4].[NH2:28][CH2:29][C:30]([O-:32])=[O:31].[Na+], predict the reaction product. The product is: [F:26][C:23]1[CH:24]=[CH:25][C:20]([CH2:19][N:16]2[N:15]3[C:7](=[CH:8][C:9]4[C:14]3=[CH:13][CH:12]=[CH:11][CH:10]=4)[C:6]([OH:27])=[C:5]([C:3]([NH:28][CH2:29][C:30]([OH:32])=[O:31])=[O:4])[C:17]2=[O:18])=[CH:21][CH:22]=1. (3) Given the reactants Br[C:2]1[CH:3]=[CH:4][CH:5]=[C:6]2[C:10]=1[C:9](=[O:11])[N:8]([CH2:12][CH2:13][C:14]1[N:15]=[C:16]3[CH:21]=[CH:20][CH:19]=[CH:18][N:17]3[CH:22]=1)[CH2:7]2.[NH:23]1[CH2:28][CH2:27][S:26](=[O:30])(=[O:29])[CH2:25][CH2:24]1.C1(P(C2CCCCC2)C2C=CC=CC=2C2C(C(C)C)=CC(C(C)C)=CC=2C(C)C)CCCCC1, predict the reaction product. The product is: [O:29]=[S:26]1(=[O:30])[CH2:27][CH2:28][N:23]([C:2]2[CH:3]=[CH:4][CH:5]=[C:6]3[C:10]=2[C:9](=[O:11])[N:8]([CH2:12][CH2:13][C:14]2[N:15]=[C:16]4[CH:21]=[CH:20][CH:19]=[CH:18][N:17]4[CH:22]=2)[CH2:7]3)[CH2:24][CH2:25]1.